Dataset: Peptide-MHC class I binding affinity with 185,985 pairs from IEDB/IMGT. Task: Regression. Given a peptide amino acid sequence and an MHC pseudo amino acid sequence, predict their binding affinity value. This is MHC class I binding data. The peptide sequence is DYCNVLNKEF. The MHC is HLA-B58:01 with pseudo-sequence HLA-B58:01. The binding affinity (normalized) is 0.